Dataset: Full USPTO retrosynthesis dataset with 1.9M reactions from patents (1976-2016). Task: Predict the reactants needed to synthesize the given product. (1) Given the product [OH:16][C:2]([CH3:3])([CH3:1])[C:4]([C:6]1[CH:11]=[CH:10][CH:9]=[CH:8][CH:7]=1)=[O:5], predict the reactants needed to synthesize it. The reactants are: [CH3:1][C:2]([OH:16])([C:4]([C:6]1[CH:11]=[CH:10][C:9](OCCO)=[CH:8][CH:7]=1)=[O:5])[CH3:3].CC(N1CCOCC1)(C(C1C=CC(SC)=CC=1)=O)C.CCC(N(C)C)(C(C1C=CC(N2CCOCC2)=CC=1)=O)CC1C=CC=CC=1.C1C=CC(C(C(OCCOCCOC(C(C2C=CC=CC=2)=O)=O)=O)=O)=CC=1. (2) Given the product [Cl:1][C:2]1[C:11]([O:12][CH3:13])=[CH:10][C:5]([C:6]([O:8][CH3:9])=[O:7])=[CH:4][C:3]=1/[CH:14]=[CH:15]/[C:16]1[CH:17]=[N:18][C:19]([NH:35][C:34]2[CH:33]=[CH:32][C:31]([N:26]3[CH2:25][C@@H:24]([CH3:23])[NH:29][C@@H:28]([CH3:30])[CH2:27]3)=[CH:37][CH:36]=2)=[N:20][CH:21]=1, predict the reactants needed to synthesize it. The reactants are: [Cl:1][C:2]1[C:11]([O:12][CH3:13])=[CH:10][C:5]([C:6]([O:8][CH3:9])=[O:7])=[CH:4][C:3]=1/[CH:14]=[CH:15]/[C:16]1[CH:17]=[N:18][C:19](Cl)=[N:20][CH:21]=1.[CH3:23][C@@H:24]1[NH:29][C@H:28]([CH3:30])[CH2:27][N:26]([C:31]2[CH:37]=[CH:36][C:34]([NH2:35])=[CH:33][CH:32]=2)[CH2:25]1.C(O)(C(F)(F)F)=O. (3) Given the product [CH:38]1[CH:39]=[C:40]2[C:32]([CH2:31][C@@:20]([OH:19])([C:21]([OH:23])=[O:22])[CH2:24][C@H:25]([NH2:50])[C:26]([OH:28])=[O:27])=[CH:33][NH:34][C:35]2=[CH:36][CH:37]=1, predict the reactants needed to synthesize it. The reactants are: [Mg+2].[Cl-].[Cl-].P([O-])([O-])([O-])=O.[Na+].[Na+].[Na+].C([O-])(=O)C(C)=O.[Na+].[O:19]=[C:20]([CH2:24][CH2:25][C:26]([O-:28])=[O:27])[C:21]([O-:23])=[O:22].N[C@H](C(O)=O)[CH2:31][C:32]1[C:40]2[C:35](=[CH:36][CH:37]=[CH:38][CH:39]=2)[NH:34][CH:33]=1.CC1[N:50]=CC(COP(O)(O)=O)=C(C=O)C=1O. (4) The reactants are: [NH2:1][C:2]1[C:11]([NH2:12])=[C:10]2[C:5]([C:6](=[O:19])[CH:7]=[C:8]([C:13]3[CH:18]=[CH:17][CH:16]=[CH:15][CH:14]=3)[O:9]2)=[CH:4][CH:3]=1.[CH3:20][C:21](O)=O. Given the product [CH3:20][C:21]1[NH:1][C:2]2[CH:3]=[CH:4][C:5]3[C:6](=[O:19])[CH:7]=[C:8]([C:13]4[CH:18]=[CH:17][CH:16]=[CH:15][CH:14]=4)[O:9][C:10]=3[C:11]=2[N:12]=1, predict the reactants needed to synthesize it. (5) The reactants are: [NH2:1][C:2]1[CH:7]=[CH:6][CH:5]=[CH:4][N:3]=1.Br[CH2:9][C:10]([C:12]1[CH:17]=[CH:16][C:15]([CH3:18])=[CH:14][CH:13]=1)=O.[OH-].[Na+].[C:21]([O-])(=[O:23])C.[Na+].C=O.O. Given the product [CH3:18][C:15]1[CH:16]=[CH:17][C:12]([C:10]2[N:1]=[C:2]3[CH:7]=[CH:6][CH:5]=[CH:4][N:3]3[C:9]=2[CH2:21][OH:23])=[CH:13][CH:14]=1, predict the reactants needed to synthesize it.